Dataset: Reaction yield outcomes from USPTO patents with 853,638 reactions. Task: Predict the reaction yield, written as a fraction of the theoretical maximum amount of product (1.0 means a 100% yield; for example, 0.34 means a 34% yield). (1) The reactants are [CH3:1][N:2]([CH3:34])[C:3]([C:5]1[CH:6]=[C:7]([CH:12]2[CH:21]([C:22]3[N:23]([CH3:27])[CH:24]=[CH:25][N:26]=3)[C:20](=O)[C:19]3[C:18]([C:29]([O:31]CC)=O)=[CH:17][CH:16]=[CH:15][C:14]=3[NH:13]2)[CH:8]=[CH:9][C:10]=1[F:11])=[O:4].O.[NH2:36][NH2:37]. The catalyst is CO. The product is [F:11][C:10]1[CH:9]=[CH:8][C:7]([CH:12]2[NH:13][C:14]3[C:19]4[C:20](=[N:36][NH:37][C:29](=[O:31])[C:18]=4[CH:17]=[CH:16][CH:15]=3)[CH:21]2[C:22]2[N:23]([CH3:27])[CH:24]=[CH:25][N:26]=2)=[CH:6][C:5]=1[C:3]([N:2]([CH3:1])[CH3:34])=[O:4]. The yield is 0.300. (2) The reactants are C(O[C:6](=O)[N:7]([CH2:9][C:10]1[N:14]2[CH:15]=[C:16]([C:29](=[O:36])[NH:30][O:31][CH2:32][CH:33]3[CH2:35][CH2:34]3)[C:17]([NH:20][C:21]3[CH:26]=[CH:25][C:24]([Br:27])=[CH:23][C:22]=3[Cl:28])=[C:18]([Cl:19])[C:13]2=[N:12][CH:11]=1)C)(C)(C)C.ClCCl.FC(F)(F)C(O)=O. No catalyst specified. The product is [CH:33]1([CH2:32][O:31][NH:30][C:29]([C:16]2[C:17]([NH:20][C:21]3[CH:26]=[CH:25][C:24]([Br:27])=[CH:23][C:22]=3[Cl:28])=[C:18]([Cl:19])[C:13]3[N:14]([C:10]([CH2:9][NH:7][CH3:6])=[CH:11][N:12]=3)[CH:15]=2)=[O:36])[CH2:35][CH2:34]1. The yield is 0.830. (3) The reactants are [NH:1]1[C:5]2[CH2:6][CH2:7][CH2:8][CH2:9][C:4]=2[N:3]=[C:2]1[CH2:10][N:11]([CH:27]1[C:36]2[N:35]=[CH:34][CH:33]=[CH:32][C:31]=2[CH2:30][CH2:29][CH2:28]1)[CH2:12][CH2:13][CH2:14][CH2:15][N:16]1C(=O)C2C(=CC=CC=2)C1=O.O.NN. The catalyst is C(O)C. The product is [NH:1]1[C:5]2[CH2:6][CH2:7][CH2:8][CH2:9][C:4]=2[N:3]=[C:2]1[CH2:10][N:11]([CH:27]1[C:36]2[N:35]=[CH:34][CH:33]=[CH:32][C:31]=2[CH2:30][CH2:29][CH2:28]1)[CH2:12][CH2:13][CH2:14][CH2:15][NH2:16]. The yield is 0.580. (4) The yield is 0.350. The catalyst is O1CCOCC1.C1C=CC(/C=C/C(/C=C/C2C=CC=CC=2)=O)=CC=1.C1C=CC(/C=C/C(/C=C/C2C=CC=CC=2)=O)=CC=1.C1C=CC(/C=C/C(/C=C/C2C=CC=CC=2)=O)=CC=1.[Pd].[Pd].C1C=CC(P(C2C=CC=CC=2)[C-]2C=CC=C2)=CC=1.C1C=CC(P(C2C=CC=CC=2)[C-]2C=CC=C2)=CC=1.Cl[Pd]Cl.[Fe+2].C(Cl)Cl.O.CCOC(C)=O. The reactants are Cl[C:2]1[CH:7]=[C:6]([CH3:8])[N:5]=[C:4]([NH2:9])[CH:3]=1.B1(B2OC(C)(C)C(C)(C)O2)OC(C)(C)C(C)(C)O1.C1(P(C2CCCCC2)C2CCCCC2)CCCCC1.CC([O-])=O.[K+].Cl[C:53]1[CH:58]=[CH:57][N:56]=[CH:55][C:54]=1[N+:59]([O-:61])=[O:60]. The product is [CH3:8][C:6]1[N:5]=[C:4]([NH2:9])[CH:3]=[C:2]([C:53]2[CH:58]=[CH:57][N:56]=[CH:55][C:54]=2[N+:59]([O-:61])=[O:60])[CH:7]=1.